From a dataset of Experimentally validated miRNA-target interactions with 360,000+ pairs, plus equal number of negative samples. Binary Classification. Given a miRNA mature sequence and a target amino acid sequence, predict their likelihood of interaction. (1) The miRNA is mmu-miR-544-5p with sequence UCUUGUUAAAAAGCAGAGUCU. The protein sequence of the target gene is MSNRPNNNPGGSLRRSQRNTAGAQPQDDSIGGRSCSSSSAVIVPQPEDPDRANTSERQKTGQVPKKDNSRGVKRSASPDYNRTNSPSSAKKPRAFQHIESFSETNKPHSKSKKRHLDQEQQLKSAQLPSTSKAHTRKSVAAGSSRNQKRKRTESSCVKSGSGSESTGAEERSAKPIKLASKSATSAKAGCSTITDSSSAASTSSSSSAIASASSTVPAGARVKQGKDQNKARRSRSASSPSPRRSSREKEQSKTGGSSKFDWAARFSPKVSLPKTKLSLPGSSKSETSKPGPSGLQAKLA.... Result: 1 (interaction). (2) The miRNA is hsa-miR-652-3p with sequence AAUGGCGCCACUAGGGUUGUG. The protein sequence of the target gene is MLRKVRSWTEIWRWATLLFLFYHLGYVCGQIRYPVPEESQEGTFVGNVAQDFLLDTDSLSARRLQVAGEVNQRHFRVDLDSGALLIKNPIDREALCGLSASCIVPLEFVTEGPLEMYRAEVEIVDVNDHAPRFPRQQLDLEIGEAAPPGQRFPLEKAQDADVGSNSISSYRLSSNEHFALDVKKRSDGSLVPELLLEKPLDREKQSDYRLVLTAVDGGNPPRSGTAELRVSVLDVNDNAPAFQQSSYRISVLESAPAGMVLIQLNASDPDLGPSGNVTFYFSGHTPDRVRNLFSLHPTTG.... Result: 0 (no interaction). (3) The miRNA is hsa-miR-6086 with sequence GGAGGUUGGGAAGGGCAGAG. The protein sequence of the target gene is MLGTVKMEGHESNDWNSYYADTQEAYSSVPVSNMNSGLGSMNSMNTYMTMNTMTTSGNMTPASFNMSYANTGLGAGLSPGAVAGMPGASAGAMNSMTAAGVTAMGTALSPGGMGSMGAQPATSMNGLGPYAAAMNPCMSPMAYAPSNLGRSRAGGGGDAKTFKRSYPHAKPPYSYISLITMAIQQAPSKMLTLSEIYQWIMDLFPYYRQNQQRWQNSIRHSLSFNDCFVKVARSPDKPGKGSYWTLHPDSGNMFENGCYLRRQKRFKCEKQPGAGGGSGGGGSKGGPESRKDPSGPGNPS.... Result: 0 (no interaction). (4) The miRNA is hsa-miR-4795-5p with sequence AGAAGUGGCUAAUAAUAUUGA. The protein sequence of the target gene is MVRSGKGIQNKNATEVTEFILLGLSDNPDLQGVLFALFLIIYTMTLVGNLGMMALIKIDRSLHTPMYFFLSSLSFVDASYSSSVTPKMLVNLMAEDKSISFNGCATQFFFFGSFLGTECFLLAMMAYDRYAAIWNPLLYPVLMSGRICFMLVSTSFLAGFGNAAIHTGMTFRLSFCGSNKINHFYCDTPPLLKLSCSDTHINGIVIMAFSSFNVISCVLIVLISYLCILIAILKMPSAEGRHKAFSTCASHLMAVTIFFGTILFMYLRPTSSYSMEQDKVVSVFYTVVIPMLNPLIYSLK.... Result: 0 (no interaction). (5) The miRNA is hsa-miR-10b-5p with sequence UACCCUGUAGAACCGAAUUUGUG. The protein sequence of the target gene is MMPMILTVFLSNNEQILTEVPITPETTCRDVVEFCKEPGEGSCHLAEVWRGNERPIPFDHMMYEHLQKWGPRREEVKFFLRHEDSPTENSEQGGRQTQEQRTQRNVINVPGEKRTENGVGNPRVELTLSELQDMAARQQQQIENQQQMLVAKEQRLHFLKQQERRQQQSISENEKLQKLKERVEAQENKLKKIRAMRGQVDYSKIMNGNLSAEIERFSAMFQEKKQEVQTAILRVDQLSQQLEDLKKGKLNGFQSYNGKLTGPAAVELKRLYQELQIRNQLNQEQNSKLQQQKELLNKRN.... Result: 1 (interaction). (6) The miRNA is hsa-miR-374c-3p with sequence CACUUAGCAGGUUGUAUUAUAU. The protein sequence of the target gene is MELGNGKLPRTGLNSLNQAVHPTWGLAWTDGNRVVLTDLQLHSGEAKFGDSRVIGRFESVCGVCWAPVRTVRSPALLAIQHRKLVSVWQLCPSTAGASKWQASQTSEVRESLPILPRGCVWHPKDAVLTVLTAQGVSIFPNVHQDGSRVKVDVNTKGRVYCACWTLDGQRLVVAIDSNLHSYIWDSSQKSLHSCSFCPVFPVNCSIRSIEATGNSQVAIATELPLHKLCSLNASEALDGPPNGDDGSVHTRPVDEQVATMDMNSGVTVSPFSVPLDLTHIHFNPSQAEQSSLICLRKKDY.... Result: 0 (no interaction).